Predict the product of the given reaction. From a dataset of Forward reaction prediction with 1.9M reactions from USPTO patents (1976-2016). (1) Given the reactants C(OC([N:8]1[CH2:13][CH2:12][CH:11]([C:14]2[C:22]3[C:17](=[N:18][CH:19]=[CH:20][CH:21]=3)[NH:16][CH:15]=2)[CH2:10][CH2:9]1)=O)(C)(C)C.C(O)(C(F)(F)F)=O.C(Cl)Cl, predict the reaction product. The product is: [NH:8]1[CH2:9][CH2:10][CH:11]([C:14]2[C:22]3[C:17](=[N:18][CH:19]=[CH:20][CH:21]=3)[NH:16][CH:15]=2)[CH2:12][CH2:13]1. (2) Given the reactants [C:1]([CH2:4][O:5][C:6]1[CH:11]=[CH:10][CH:9]=[CH:8][C:7]=1[CH2:12][CH2:13][NH:14][C:15]([C:17]1[NH:21][C:20]2[C:22]([Cl:26])=[C:23]([Cl:25])[S:24][C:19]=2[CH:18]=1)=[O:16])(O)=[O:2].C1C=CC2N(O)N=[N:33]C=2C=1.CCN(C(C)C)C(C)C.[Cl-].[NH4+].CCN=C=NCCCN(C)C, predict the reaction product. The product is: [C:1]([CH2:4][O:5][C:6]1[CH:11]=[CH:10][CH:9]=[CH:8][C:7]=1[CH2:12][CH2:13][NH:14][C:15]([C:17]1[NH:21][C:20]2[C:22]([Cl:26])=[C:23]([Cl:25])[S:24][C:19]=2[CH:18]=1)=[O:16])(=[O:2])[NH2:33].